From a dataset of Full USPTO retrosynthesis dataset with 1.9M reactions from patents (1976-2016). Predict the reactants needed to synthesize the given product. (1) Given the product [CH2:1]([C:3]1[CH:9]=[CH:8][C:6]([NH2:7])=[CH:5][C:4]=1[N+:15]([O-:17])=[O:16])[CH3:2], predict the reactants needed to synthesize it. The reactants are: [CH2:1]([C:3]1[CH:9]=[CH:8][C:6]([NH2:7])=[CH:5][CH:4]=1)[CH3:2].S(=O)(=O)(O)O.[N+:15]([O-])([OH:17])=[O:16]. (2) Given the product [F:24][C:2]([F:1])([F:23])[C:3]1[CH:8]=[CH:7][N:6]=[CH:5][C:4]=1[C:9]1[S:10][CH:11]=[C:12]([C:14]2[CH:22]=[CH:21][C:17]([C:18]([NH2:31])=[O:20])=[CH:16][CH:15]=2)[N:13]=1, predict the reactants needed to synthesize it. The reactants are: [F:1][C:2]([F:24])([F:23])[C:3]1[CH:8]=[CH:7][N:6]=[CH:5][C:4]=1[C:9]1[S:10][CH:11]=[C:12]([C:14]2[CH:22]=[CH:21][C:17]([C:18]([OH:20])=O)=[CH:16][CH:15]=2)[N:13]=1.C(Cl)(=O)C(Cl)=O.[NH3:31].